Dataset: Full USPTO retrosynthesis dataset with 1.9M reactions from patents (1976-2016). Task: Predict the reactants needed to synthesize the given product. Given the product [CH3:11][C:4]1[CH:3]=[C:2]([B:23]([OH:24])[OH:22])[CH:7]=[C:6]([CH3:8])[C:5]=1[O:9][CH3:10], predict the reactants needed to synthesize it. The reactants are: Br[C:2]1[CH:7]=[C:6]([CH3:8])[C:5]([O:9][CH3:10])=[C:4]([CH3:11])[CH:3]=1.CCCCCC.C([O:22][B:23](OCCCC)[O:24]CCCC)CCC.